Dataset: Reaction yield outcomes from USPTO patents with 853,638 reactions. Task: Predict the reaction yield, written as a fraction of the theoretical maximum amount of product (1.0 means a 100% yield; for example, 0.34 means a 34% yield). (1) The reactants are [C:1]1([S:7]([N:10]2[C:14]3=[N:15][CH:16]=[C:17]([F:19])[CH:18]=[C:13]3[CH:12]=[C:11]2[C:20](OS(C2C=CC(C)=CC=2)(=O)=O)=[CH:21][CH:22]([CH3:24])[CH3:23])(=[O:9])=[O:8])[CH:6]=[CH:5][CH:4]=[CH:3][CH:2]=1.[CH3:36][S:37]([C:40]1[CH:45]=[CH:44][C:43](B(O)O)=[CH:42][CH:41]=1)(=[O:39])=[O:38].C(=O)([O-])[O-].[Na+].[Na+]. The catalyst is O1CCOCC1.C(OCC)(=O)C.Cl[Pd](Cl)([P](C1C=CC=CC=1)(C1C=CC=CC=1)C1C=CC=CC=1)[P](C1C=CC=CC=1)(C1C=CC=CC=1)C1C=CC=CC=1. The product is [C:1]1([S:7]([N:10]2[C:14]3=[N:15][CH:16]=[C:17]([F:19])[CH:18]=[C:13]3[CH:12]=[C:11]2[C:20]([C:43]2[CH:44]=[CH:45][C:40]([S:37]([CH3:36])(=[O:39])=[O:38])=[CH:41][CH:42]=2)=[CH:21][CH:22]([CH3:23])[CH3:24])(=[O:9])=[O:8])[CH:2]=[CH:3][CH:4]=[CH:5][CH:6]=1. The yield is 0.920. (2) The reactants are [H-].[Na+].[CH3:3][CH:4]([CH3:7])[CH2:5][OH:6].[C:8]([O:12][C:13]([N:15]1[CH2:20][CH2:19][N:18]([C:21]2[CH:22]=[N:23][C:24]([NH:27][C:28]3[N:29]=[CH:30][C:31]4[CH:37]=[C:36](F)[C:35](=[O:39])[N:34]([CH:40]5[CH2:44][CH2:43][CH2:42][CH2:41]5)[C:32]=4[N:33]=3)=[CH:25][CH:26]=2)[CH2:17][CH2:16]1)=[O:14])([CH3:11])([CH3:10])[CH3:9]. The catalyst is CCCCCC. The product is [C:8]([O:12][C:13]([N:15]1[CH2:16][CH2:17][N:18]([C:21]2[CH:22]=[N:23][C:24]([NH:27][C:28]3[N:29]=[CH:30][C:31]4[CH:37]=[C:36]([O:6][CH2:5][CH:4]([CH3:7])[CH3:3])[C:35](=[O:39])[N:34]([CH:40]5[CH2:41][CH2:42][CH2:43][CH2:44]5)[C:32]=4[N:33]=3)=[CH:25][CH:26]=2)[CH2:19][CH2:20]1)=[O:14])([CH3:11])([CH3:9])[CH3:10]. The yield is 0.370. (3) The reactants are [P:1]([O-:47])([O-:46])([O:3][C:4](C(C)(C)C)(C(C)(C)C)[N:5]1[C:9]2=[N:10][CH:11]=[C:12]([C:14]3[CH:19]=[CH:18][C:17]([Cl:20])=[CH:16][CH:15]=3)[CH:13]=[C:8]2[C:7]([C:21](=[O:37])[C:22]2[C:27]([F:28])=[CH:26][CH:25]=[C:24]([NH:29][S:30]([CH2:33][CH2:34][CH3:35])(=[O:32])=[O:31])[C:23]=2[F:36])=[CH:6]1)=[O:2].C(O)(C(F)(F)F)=O. The catalyst is C(Cl)Cl. The product is [P:1]([OH:46])([OH:47])([O:3][CH2:4][N:5]1[C:9]2=[N:10][CH:11]=[C:12]([C:14]3[CH:19]=[CH:18][C:17]([Cl:20])=[CH:16][CH:15]=3)[CH:13]=[C:8]2[C:7]([C:21](=[O:37])[C:22]2[C:27]([F:28])=[CH:26][CH:25]=[C:24]([NH:29][S:30]([CH2:33][CH2:34][CH3:35])(=[O:32])=[O:31])[C:23]=2[F:36])=[CH:6]1)=[O:2]. The yield is 0.665. (4) The reactants are [Br:1]N1C(=O)CCC1=O.[C:9]([O:13][C:14](=[O:27])[N:15]([C:17]1[CH:22]=[C:21]([CH3:23])[CH:20]=[C:19]([CH3:24])[C:18]=1[O:25][CH3:26])[CH3:16])([CH3:12])([CH3:11])[CH3:10]. The catalyst is ClCCl. The product is [C:9]([O:13][C:14](=[O:27])[N:15]([C:17]1[CH:22]=[C:21]([CH3:23])[C:20]([Br:1])=[C:19]([CH3:24])[C:18]=1[O:25][CH3:26])[CH3:16])([CH3:12])([CH3:11])[CH3:10]. The yield is 0.920. (5) The reactants are Cl[C:2]1[CH:7]=[CH:6][N:5]=[CH:4][C:3]=1[N+:8]([O-:10])=[O:9].[CH3:11][C:12]([O:15][C:16]([NH:18][C@@H:19]1[CH2:24][NH:23][CH2:22][CH2:21][CH2:20]1)=[O:17])([CH3:14])[CH3:13].C(N(C(C)C)CC)(C)C. No catalyst specified. The product is [N+:8]([C:3]1[CH:4]=[N:5][CH:6]=[CH:7][C:2]=1[N:23]1[CH2:22][CH2:21][CH2:20][C@H:19]([NH:18][C:16](=[O:17])[O:15][C:12]([CH3:13])([CH3:11])[CH3:14])[CH2:24]1)([O-:10])=[O:9]. The yield is 0.990. (6) The reactants are CO[CH:3]=[C:4]1[CH2:9][CH2:8][N:7]([C:10]([O:12][C:13]([CH3:16])([CH3:15])[CH3:14])=[O:11])[CH2:6][CH2:5]1.Cl.[Cl:18][C:19]1[CH:24]=[CH:23][C:22]([NH:25]N)=[CH:21][CH:20]=1.FC(F)(F)C(O)=O.[OH-].[NH4+].[BH4-].[Na+]. The catalyst is C(Cl)(Cl)Cl.C(O)C. The product is [Cl:18][C:19]1[CH:20]=[C:21]2[C:4]3([CH2:9][CH2:8][N:7]([C:10]([O:12][C:13]([CH3:16])([CH3:15])[CH3:14])=[O:11])[CH2:6][CH2:5]3)[CH2:3][NH:25][C:22]2=[CH:23][CH:24]=1. The yield is 0.820.